This data is from Full USPTO retrosynthesis dataset with 1.9M reactions from patents (1976-2016). The task is: Predict the reactants needed to synthesize the given product. (1) Given the product [CH3:9][N:6]1[CH:5]=[C:4]([C:10]2[CH:15]=[CH:14][N:13]=[C:12]([NH:16][C:17](=[O:19])[CH3:18])[CH:11]=2)[C:3]2[O:20][C:25]([C:23]([N:27]3[CH2:28][CH2:29][N:30]([S:33]([CH3:36])(=[O:34])=[O:35])[CH2:31][CH2:32]3)([CH3:22])[CH3:24])=[CH:26][C:2]=2[C:7]1=[O:8], predict the reactants needed to synthesize it. The reactants are: I[C:2]1[C:7](=[O:8])[N:6]([CH3:9])[CH:5]=[C:4]([C:10]2[CH:15]=[CH:14][N:13]=[C:12]([NH:16][C:17](=[O:19])[CH3:18])[CH:11]=2)[C:3]=1[O:20]C.[CH3:22][C:23]([N:27]1[CH2:32][CH2:31][N:30]([S:33]([CH3:36])(=[O:35])=[O:34])[CH2:29][CH2:28]1)([C:25]#[CH:26])[CH3:24]. (2) Given the product [CH3:1][O:2][C:3]([C@@H:5]1[CH2:9][C@@H:8]([S:10]([CH2:13][CH:14]2[CH2:16][CH2:15]2)(=[O:12])=[O:11])[CH2:7][N:6]1[C:17]1[N:30]([C:28]2[CH:27]=[CH:26][N:25]=[C:24]([Cl:23])[CH:29]=2)[N:31]=[C:19]([CH3:20])[CH:18]=1)=[O:4], predict the reactants needed to synthesize it. The reactants are: [CH3:1][O:2][C:3]([C@@H:5]1[CH2:9][C@@H:8]([S:10]([CH2:13][CH:14]2[CH2:16][CH2:15]2)(=[O:12])=[O:11])[CH2:7][N:6]1[C:17](=S)[CH2:18][C:19](=O)[CH3:20])=[O:4].[Cl:23][C:24]1[CH:29]=[C:28]([NH:30][NH2:31])[CH:27]=[CH:26][N:25]=1. (3) Given the product [F:74][C:73]([F:76])([F:75])[C:71]([OH:77])=[O:72].[N:7]1[NH:8][N:4]=[N:5][C:6]=1[C:9]1[CH:10]=[C:11]([CH:57]=[CH:58][CH:59]=1)[CH2:12][CH2:13][O:14][CH2:15][CH2:16][C:17]([N:19]([CH:20]1[CH2:25][CH2:24][CH2:23][CH2:22][CH2:21]1)[CH2:26][CH2:27][NH:28][CH2:36][CH2:37][C:38]1[C:43]2[O:44][CH2:45][C:46](=[O:48])[NH:47][C:42]=2[C:41]([OH:49])=[CH:40][CH:39]=1)=[O:18], predict the reactants needed to synthesize it. The reactants are: C([N:4]1[N:8]=[N:7][C:6]([C:9]2[CH:10]=[C:11]([CH:57]=[CH:58][CH:59]=2)[CH2:12][CH2:13][O:14][CH2:15][CH2:16][C:17]([N:19]([CH2:26][CH2:27][N:28]([CH2:36][CH2:37][C:38]2[C:43]3[O:44][CH2:45][C:46](=[O:48])[NH:47][C:42]=3[C:41]([O:49]C(OC(C)(C)C)=O)=[CH:40][CH:39]=2)C(=O)OC(C)(C)C)[CH:20]2[CH2:25][CH2:24][CH2:23][CH2:22][CH2:21]2)=[O:18])=[N:5]1)C=C.CN1C(=O)CC(=O)N(C)C1=O.[C:71]([OH:77])([C:73]([F:76])([F:75])[F:74])=[O:72]. (4) Given the product [CH2:30]([O:29][C:27]([CH:26]1[C:11](=[O:14])[CH2:10][CH2:9][N:8]([C:1]([O:3][C:4]([CH3:5])([CH3:7])[CH3:6])=[O:2])[CH2:13][CH2:12]1)=[O:28])[CH3:31], predict the reactants needed to synthesize it. The reactants are: [C:1]([N:8]1[CH2:13][CH2:12][C:11](=[O:14])[CH2:10][CH2:9]1)([O:3][C:4]([CH3:7])([CH3:6])[CH3:5])=[O:2].B(F)(F)F.CCOCC.[N+](=[CH:26][C:27]([O:29][CH2:30][CH3:31])=[O:28])=[N-]. (5) Given the product [ClH:1].[NH2:47][C:48]1[CH:60]=[CH:59][C:23]([NH:22][C:20](=[O:21])[C@H:19]([NH:18][C:16]([N:13]2[C:14](=[O:15])[CH:8]([CH2:7][C:6]3[CH:34]=[C:2]([Cl:1])[CH:3]=[CH:4][C:5]=3[O:35][CH3:36])[CH2:9][NH:10][C:11](=[O:33])[CH2:12]2)=[O:17])[CH2:31][CH3:32])=[CH:57][C:49]=1[C:50]([OH:52])=[O:51], predict the reactants needed to synthesize it. The reactants are: [Cl:1][C:2]1[CH:3]=[CH:4][C:5]([O:35][CH3:36])=[C:6]([CH:34]=1)[CH2:7][CH:8]1[C:14](=[O:15])[N:13]([C:16]([NH:18][CH:19]([CH2:31][CH3:32])[C:20]([NH:22][CH2:23]C(OC(C)(C)C)=O)=[O:21])=[O:17])[CH2:12][C:11](=[O:33])[NH:10][CH2:9]1.Cl.C(OC(=O)CN)(C)(C)C.[NH2:47][C:48]1[CH:60]=[CH:59]C(N)=[CH:57][C:49]=1[C:50]([O:52]C(C)(C)C)=[O:51]. (6) Given the product [Br:18][C:15]1[CH:16]=[CH:17][C:12]([O:11][CH2:10][C:6]2[CH:5]=[C:4]([CH:9]=[CH:8][CH:7]=2)[C:3]([OH:20])=[O:2])=[C:13]([F:19])[CH:14]=1, predict the reactants needed to synthesize it. The reactants are: C[O:2][C:3](=[O:20])[C:4]1[CH:9]=[CH:8][CH:7]=[C:6]([CH2:10][O:11][C:12]2[CH:17]=[CH:16][C:15]([Br:18])=[CH:14][C:13]=2[F:19])[CH:5]=1.[OH-].[Li+].Cl.